From a dataset of Forward reaction prediction with 1.9M reactions from USPTO patents (1976-2016). Predict the product of the given reaction. (1) Given the reactants [Cl:1][C:2]1[CH:7]=[CH:6][C:5]([CH2:8][CH:9]([C:11]2[CH:16]=[CH:15][C:14]([C:17]3[CH:22]=[CH:21][C:20]([O:23][C:24]([F:27])([F:26])[F:25])=[CH:19][CH:18]=3)=[CH:13][N:12]=2)[OH:10])=[C:4]([F:28])[CH:3]=1.CC(OI1(OC(C)=O)(OC(C)=O)OC(=O)C2C=CC=CC1=2)=O, predict the reaction product. The product is: [Cl:1][C:2]1[CH:7]=[CH:6][C:5]([CH2:8][C:9]([C:11]2[CH:16]=[CH:15][C:14]([C:17]3[CH:22]=[CH:21][C:20]([O:23][C:24]([F:25])([F:26])[F:27])=[CH:19][CH:18]=3)=[CH:13][N:12]=2)=[O:10])=[C:4]([F:28])[CH:3]=1. (2) Given the reactants C1(N)C(F)=C(F)C(F)=C(N)C=1F.Cl.Cl.Cl.[OH:16][CH:17]([C:36]1[C:37]([NH:42][C:43](=[O:48])[C:44]([CH3:47])([CH3:46])[CH3:45])=[N:38][CH:39]=[CH:40][CH:41]=1)C(C1CCN(C(OC(C)(C)C)=O)CC1)C(OC)=O, predict the reaction product. The product is: [CH:17]([C:36]1[C:37]([NH:42][C:43](=[O:48])[C:44]([CH3:46])([CH3:45])[CH3:47])=[N:38][CH:39]=[CH:40][CH:41]=1)=[O:16]. (3) Given the reactants Br[C:2]1[CH:3]=[C:4]([CH:19]=[CH:20][CH:21]=1)[CH:5]=[C:6]1[CH2:11][CH2:10][N:9]([C:12]([O:14][C:15]([CH3:18])([CH3:17])[CH3:16])=[O:13])[CH2:8][CH2:7]1.[CH3:22][C:23]1([CH3:39])[C:27]([CH3:29])([CH3:28])[O:26][B:25]([B:25]2[O:26][C:27]([CH3:29])([CH3:28])[C:23]([CH3:39])([CH3:22])[O:24]2)[O:24]1.C([O-])(=O)C.[K+], predict the reaction product. The product is: [CH3:22][C:23]1([CH3:39])[C:27]([CH3:29])([CH3:28])[O:26][B:25]([C:2]2[CH:3]=[C:4]([CH:19]=[CH:20][CH:21]=2)[CH:5]=[C:6]2[CH2:11][CH2:10][N:9]([C:12]([O:14][C:15]([CH3:18])([CH3:17])[CH3:16])=[O:13])[CH2:8][CH2:7]2)[O:24]1. (4) Given the reactants [F:1][C:2]([F:39])([F:38])[C:3]1[CH:4]=[C:5]([CH:31]=[C:32]([C:34]([F:37])([F:36])[F:35])[CH:33]=1)[CH2:6][N:7]1[CH2:14][CH2:13][CH2:12][NH:11][C:10]2[N:15]=[C:16](S(C)(=O)=O)[N:17]=[C:18]([C:19]3[CH:24]=[CH:23][CH:22]=[CH:21][C:20]=3[CH3:25])[C:9]=2[C:8]1=[O:30].[C:40]([NH:43][CH:44]1[CH2:48][CH2:47][NH:46][CH2:45]1)(=[O:42])[CH3:41], predict the reaction product. The product is: [C:40]([NH:43][CH:44]1[CH2:48][CH2:47][N:46]([C:16]2[N:17]=[C:18]([C:19]3[CH:24]=[CH:23][CH:22]=[CH:21][C:20]=3[CH3:25])[C:9]3[C:8](=[O:30])[N:7]([CH2:6][C:5]4[CH:31]=[C:32]([C:34]([F:36])([F:37])[F:35])[CH:33]=[C:3]([C:2]([F:1])([F:38])[F:39])[CH:4]=4)[CH2:14][CH2:13][CH2:12][NH:11][C:10]=3[N:15]=2)[CH2:45]1)(=[O:42])[CH3:41].